Dataset: Catalyst prediction with 721,799 reactions and 888 catalyst types from USPTO. Task: Predict which catalyst facilitates the given reaction. (1) Reactant: [CH3:1][O:2][CH2:3][CH2:4][NH:5][C:6]1[CH:11]=[CH:10][C:9]([NH2:12])=[CH:8][N:7]=1.N1C=CC=CC=1.Cl[C:20]([O:22][C:23]1[CH:28]=[CH:27][CH:26]=[CH:25][CH:24]=1)=[O:21]. Product: [CH3:1][O:2][CH2:3][CH2:4][NH:5][C:6]1[N:7]=[CH:8][C:9]([NH:12][C:20](=[O:21])[O:22][C:23]2[CH:28]=[CH:27][CH:26]=[CH:25][CH:24]=2)=[CH:10][CH:11]=1. The catalyst class is: 372. (2) Reactant: [OH-:1].[K+].[C:3]1(=[O:8])[O:7][CH2:6][CH2:5][CH2:4]1.[CH2:9](Br)[C:10]1[CH:15]=[CH:14][CH:13]=[CH:12][CH:11]=1.O. Product: [CH2:9]([O:1][CH2:6][CH2:5][CH2:4][C:3]([OH:7])=[O:8])[C:10]1[CH:15]=[CH:14][CH:13]=[CH:12][CH:11]=1. The catalyst class is: 715. (3) Reactant: [CH:1]([C:4]1[N:8]2[C:9](Cl)=[CH:10][CH:11]=[C:12]([C:13]([O:15][CH3:16])=[O:14])[C:7]2=[N:6][N:5]=1)([CH3:3])[CH3:2].[CH3:18][S-:19].[Na+]. Product: [CH:1]([C:4]1[N:8]2[C:9]([S:19][CH3:18])=[CH:10][CH:11]=[C:12]([C:13]([O:15][CH3:16])=[O:14])[C:7]2=[N:6][N:5]=1)([CH3:3])[CH3:2]. The catalyst class is: 9. (4) The catalyst class is: 1. Reactant: CN(CCN(C)C)C.[C:9]1([Mg]Br)[CH:14]=[CH:13][CH:12]=[CH:11][CH:10]=1.[O-]S(C(F)(F)F)(=O)=O.C([B+]CCCC)CCC.[CH2:34]([O:41][C:42]([N:44]1[CH2:49][CH2:48][CH:47]([CH:50]=[CH:51][C:52]([N:54]2[C@H:58]([C:59]3[CH:64]=[CH:63][CH:62]=[CH:61][CH:60]=3)[C@H:57]([CH3:65])[N:56]([CH3:66])[C:55]2=[O:67])=[O:53])[CH2:46][CH2:45]1)=[O:43])[C:35]1[CH:40]=[CH:39][CH:38]=[CH:37][CH:36]=1. Product: [C:9]1([C@@H:50]([CH:47]2[CH2:48][CH2:49][N:44]([C:42]([O:41][CH2:34][C:35]3[CH:40]=[CH:39][CH:38]=[CH:37][CH:36]=3)=[O:43])[CH2:45][CH2:46]2)[CH2:51][C:52]([N:54]2[C@H:58]([C:59]3[CH:60]=[CH:61][CH:62]=[CH:63][CH:64]=3)[C@H:57]([CH3:65])[N:56]([CH3:66])[C:55]2=[O:67])=[O:53])[CH:14]=[CH:13][CH:12]=[CH:11][CH:10]=1.